Dataset: Forward reaction prediction with 1.9M reactions from USPTO patents (1976-2016). Task: Predict the product of the given reaction. (1) Given the reactants [OH:1][C:2]1[CH:10]=[CH:9][C:5]([C:6]([OH:8])=[O:7])=[CH:4][CH:3]=1.C(=O)([O-])[O-].[K+].[K+].[CH2:17]([O:20][CH2:21][CH2:22]Cl)[CH2:18][CH3:19].O, predict the reaction product. The product is: [CH2:17]([O:20][CH2:21][CH2:22][O:1][C:2]1[CH:10]=[CH:9][C:5]([C:6]([OH:8])=[O:7])=[CH:4][CH:3]=1)[CH2:18][CH3:19]. (2) Given the reactants Cl[S:2]([C:5]1[CH:6]=[C:7]([CH2:11][C:12]([O:14][CH3:15])=[O:13])[CH:8]=[CH:9][CH:10]=1)(=[O:4])=[O:3].[CH2:16]([NH2:18])[CH3:17], predict the reaction product. The product is: [CH3:15][O:14][C:12](=[O:13])[CH2:11][C:7]1[CH:8]=[CH:9][CH:10]=[C:5]([S:2](=[O:4])(=[O:3])[NH:18][CH2:16][CH3:17])[CH:6]=1. (3) Given the reactants [Cl:1][C:2]1[CH:7]=[CH:6][C:5]([OH:8])=[CH:4][C:3]=1[C:9]([F:12])([F:11])[F:10].S(=O)(=O)(O)O.[N+:18]([O-:21])([OH:20])=[O:19], predict the reaction product. The product is: [Cl:1][C:2]1[C:3]([C:9]([F:10])([F:11])[F:12])=[CH:4][C:5]([OH:8])=[C:6]([N+:18]([O-:20])=[O:19])[CH:7]=1.[Cl:1][C:2]1[CH:7]=[CH:6][C:5]([OH:8])=[C:4]([N+:18]([O-:21])=[O:19])[C:3]=1[C:9]([F:10])([F:11])[F:12].